This data is from Reaction yield outcomes from USPTO patents with 853,638 reactions. The task is: Predict the reaction yield, written as a fraction of the theoretical maximum amount of product (1.0 means a 100% yield; for example, 0.34 means a 34% yield). The reactants are [C:1]([NH:6][CH:7]([CH3:11])[C:8]([OH:10])=O)(=[O:5])[CH2:2][CH2:3][CH3:4].N1[CH:17]=[CH:16]C=CC=1.[C:18](=O)([OH:20])[O-:19].[Na+]. The catalyst is O1CCCC1.O.C(O)C. The product is [CH2:16]([O:20][C:18](=[O:19])[C:8](=[O:10])[CH:7]([NH:6][C:1](=[O:5])[CH2:2][CH2:3][CH3:4])[CH3:11])[CH3:17]. The yield is 0.310.